From a dataset of Reaction yield outcomes from USPTO patents with 853,638 reactions. Predict the reaction yield, written as a fraction of the theoretical maximum amount of product (1.0 means a 100% yield; for example, 0.34 means a 34% yield). (1) The reactants are Cl.[CH3:2][C:3]1[CH:4]=[C:5]([NH:10][NH2:11])[CH:6]=[CH:7][C:8]=1[CH3:9].[C:12](OCC)(=[O:17])[CH2:13][C:14]([CH3:16])=O.C([O-])(=O)C.[Na+]. The catalyst is C(O)(=O)C. The product is [CH3:2][C:3]1[CH:4]=[C:5]([N:10]2[C:12](=[O:17])[CH:13]=[C:14]([CH3:16])[NH:11]2)[CH:6]=[CH:7][C:8]=1[CH3:9]. The yield is 0.760. (2) The reactants are [Cl:1][C:2]1[CH:21]=[CH:20][C:5]([NH:6][C:7]2[C:16]3[C:11](=[CH:12][C:13]([OH:19])=[C:14]([O:17][CH3:18])[CH:15]=3)[N:10]=[CH:9][N:8]=2)=[C:4]([F:22])[CH:3]=1.[Br:23][C:24]1[CH:29]=[C:28]([CH2:30]Br)[CH:27]=[CH:26][N:25]=1.C(=O)([O-])[O-].[K+].[K+].O. The catalyst is CN(C=O)C. The product is [Br:23][C:24]1[CH:29]=[C:28]([CH2:30][O:19][C:13]2[CH:12]=[C:11]3[C:16]([C:7]([NH:6][C:5]4[CH:20]=[CH:21][C:2]([Cl:1])=[CH:3][C:4]=4[F:22])=[N:8][CH:9]=[N:10]3)=[CH:15][C:14]=2[O:17][CH3:18])[CH:27]=[CH:26][N:25]=1. The yield is 0.440. (3) The reactants are C(OC(=O)[NH:7][CH:8]1[CH2:12][CH2:11][N:10]([C:13]2[C:14]3[S:21][CH:20]=[CH:19][C:15]=3[N:16]=[CH:17][N:18]=2)[CH2:9]1)(C)(C)C.[ClH:23].CCOCC. The catalyst is C(Cl)Cl. The product is [ClH:23].[N:16]1[C:15]2[CH:19]=[CH:20][S:21][C:14]=2[C:13]([N:10]2[CH2:11][CH2:12][CH:8]([NH2:7])[CH2:9]2)=[N:18][CH:17]=1. The yield is 0.950. (4) The reactants are Cl[C:2]1[CH:7]=[CH:6][N:5]=[C:4]([NH:8][CH2:9][C:10]2[O:14][N:13]=[C:12]([CH:15]3[CH2:17][CH2:16]3)[CH:11]=2)[N:3]=1.[CH:18]1([C:23]2[CH:24]=[C:25]([NH2:28])[NH:26][N:27]=2)[CH2:22][CH2:21][CH2:20][CH2:19]1. The catalyst is C(O)C. The product is [CH:18]1([C:23]2[CH:24]=[C:25]([NH:28][C:2]3[CH:7]=[CH:6][N:5]=[C:4]([NH:8][CH2:9][C:10]4[O:14][N:13]=[C:12]([CH:15]5[CH2:17][CH2:16]5)[CH:11]=4)[N:3]=3)[NH:26][N:27]=2)[CH2:19][CH2:20][CH2:21][CH2:22]1. The yield is 0.550. (5) The reactants are [C:1]([Si:5]([C:48]([CH3:51])([CH3:50])[CH3:49])([C:42]1[CH:47]=[CH:46][CH:45]=[CH:44][CH:43]=1)[O:6][CH2:7][CH:8]([CH3:41])[O:9][C:10]1[CH:11]=[C:12]([O:30][C:31]2[CH:36]=[CH:35][C:34]([S:37]([CH3:40])(=[O:39])=[O:38])=[CH:33][CH:32]=2)[CH:13]=[C:14]2[C:18]=1[NH:17][C:16]([C:19]1[S:20][CH:21]([CH2:24][C:25](OCC)=[O:26])[CH2:22][N:23]=1)=[CH:15]2)([CH3:4])([CH3:3])[CH3:2].[BH4-].[Li+].Cl.C(OCC)(=O)C. The catalyst is O1CCCC1.CCCCCC. The product is [C:48]([Si:5]([C:1]([CH3:2])([CH3:4])[CH3:3])([C:42]1[CH:47]=[CH:46][CH:45]=[CH:44][CH:43]=1)[O:6][CH2:7][CH:8]([CH3:41])[O:9][C:10]1[CH:11]=[C:12]([O:30][C:31]2[CH:32]=[CH:33][C:34]([S:37]([CH3:40])(=[O:38])=[O:39])=[CH:35][CH:36]=2)[CH:13]=[C:14]2[C:18]=1[NH:17][C:16]([C:19]1[S:20][CH:21]([CH2:24][CH2:25][OH:26])[CH2:22][N:23]=1)=[CH:15]2)([CH3:51])([CH3:49])[CH3:50]. The yield is 0.550.